From a dataset of Forward reaction prediction with 1.9M reactions from USPTO patents (1976-2016). Predict the product of the given reaction. The product is: [C:17]([O:21][C:22]([N:24]1[CH2:25][CH:26]=[C:27]([C:9]2[CH:10]=[CH:11][C:12]([NH2:15])=[CH:13][CH:14]=2)[CH2:28][CH2:29]1)=[O:23])([CH3:20])([CH3:18])[CH3:19]. Given the reactants CC1(C)C(C)(C)OB([C:9]2[CH:14]=[CH:13][C:12]([NH2:15])=[CH:11][CH:10]=2)O1.[C:17]([O:21][C:22]([N:24]1[CH2:29][CH:28]=[C:27](OS(C(F)(F)F)(=O)=O)[CH2:26][CH2:25]1)=[O:23])([CH3:20])([CH3:19])[CH3:18], predict the reaction product.